From a dataset of Forward reaction prediction with 1.9M reactions from USPTO patents (1976-2016). Predict the product of the given reaction. (1) Given the reactants [Cl:1][C:2]1[CH:3]=[C:4]([CH:31]=[CH:32][C:33]=1[Cl:34])[C:5]([NH:7][C:8]1[CH:30]=[CH:29][C:11]([O:12][C:13]2[CH:18]=[CH:17][C:16]([N:19]3[CH2:24][CH2:23][CH:22]([O:25]COC)[CH2:21][CH2:20]3)=[CH:15][CH:14]=2)=[CH:10][CH:9]=1)=[O:6].Cl.C(=O)([O-])[O-].[K+].[K+], predict the reaction product. The product is: [Cl:1][C:2]1[CH:3]=[C:4]([CH:31]=[CH:32][C:33]=1[Cl:34])[C:5]([NH:7][C:8]1[CH:30]=[CH:29][C:11]([O:12][C:13]2[CH:14]=[CH:15][C:16]([N:19]3[CH2:20][CH2:21][CH:22]([OH:25])[CH2:23][CH2:24]3)=[CH:17][CH:18]=2)=[CH:10][CH:9]=1)=[O:6]. (2) Given the reactants [H-].[Na+].[OH:3][CH:4]([CH3:20])[CH2:5][C:6]1[CH:11]=[CH:10][N:9]=[C:8]([NH:12][C:13](=[O:19])[O:14][C:15]([CH3:18])([CH3:17])[CH3:16])[CH:7]=1.F[C:22]1[C:31]2[C:26](=[CH:27][CH:28]=[CH:29][CH:30]=2)[C:25]([N+:32]([O-:34])=[O:33])=[CH:24][CH:23]=1.[NH4+].[Cl-], predict the reaction product. The product is: [N+:32]([C:25]1[C:26]2[C:31](=[CH:30][CH:29]=[CH:28][CH:27]=2)[C:22]([O:3][CH:4]([CH3:20])[CH2:5][C:6]2[CH:11]=[CH:10][N:9]=[C:8]([NH:12][C:13](=[O:19])[O:14][C:15]([CH3:16])([CH3:18])[CH3:17])[CH:7]=2)=[CH:23][CH:24]=1)([O-:34])=[O:33]. (3) The product is: [F:1][C@H:2]1[CH:7]([O:8][C:9]2[CH:16]=[CH:15][C:14]([C:17]3[N:22]=[C:21]([NH:23][C:24]4[CH:29]=[CH:28][C:27]([N:30]5[CH2:31][CH2:32][N:33]([CH:36]6[CH2:39][O:38][CH2:37]6)[CH2:34][CH2:35]5)=[CH:26][CH:25]=4)[N:20]=[CH:19][N:18]=3)=[CH:13][C:10]=2[C:11]#[N:12])[CH2:6][CH2:5][N:4]([C:47]([C@@H:43]2[CH2:42][C@H:41]([F:40])[C:45](=[O:46])[NH:44]2)=[O:48])[CH2:3]1. Given the reactants [F:1][C@H:2]1[C@@H:7]([O:8][C:9]2[CH:16]=[CH:15][C:14]([C:17]3[N:22]=[C:21]([NH:23][C:24]4[CH:29]=[CH:28][C:27]([N:30]5[CH2:35][CH2:34][N:33]([CH:36]6[CH2:39][O:38][CH2:37]6)[CH2:32][CH2:31]5)=[CH:26][CH:25]=4)[N:20]=[CH:19][N:18]=3)=[CH:13][C:10]=2[C:11]#[N:12])[CH2:6][CH2:5][NH:4][CH2:3]1.[F:40][C@@H:41]1[C:45](=[O:46])[NH:44][C@H:43]([C:47](O)=[O:48])[CH2:42]1.CN(C(ON1N=NC2C=CC=NC1=2)=[N+](C)C)C.F[P-](F)(F)(F)(F)F, predict the reaction product. (4) Given the reactants N1C=C[CH:3]=N1.[CH3:6][N:7]([CH3:31])[C:8]([C@H:10]([NH:12][C:13]([C:15]1[C:19]([Br:20])=[C:18]([NH:21][C:22](=[O:30])[C:23]2[CH:28]=[CH:27][CH:26]=[CH:25][C:24]=2[Cl:29])[NH:17][N:16]=1)=[O:14])[CH3:11])=[O:9], predict the reaction product. The product is: [CH2:31]([N:7]([CH3:6])[C:8]([C@H:10]([NH:12][C:13]([C:15]1[C:19]([Br:20])=[C:18]([NH:21][C:22](=[O:30])[C:23]2[CH:28]=[CH:27][CH:26]=[CH:25][C:24]=2[Cl:29])[NH:17][N:16]=1)=[O:14])[CH3:11])=[O:9])[CH3:3]. (5) The product is: [CH2:17]([N:19]([CH2:24][CH3:25])[C:20](=[O:23])[CH2:21][O:1][C:2]1[CH:3]=[CH:4][CH:5]=[C:6]2[C:10]=1[NH:9][CH:8]=[CH:7]2)[CH3:18]. Given the reactants [OH:1][C:2]1[CH:3]=[CH:4][CH:5]=[C:6]2[C:10]=1[NH:9][CH:8]=[CH:7]2.C(=O)([O-])[O-].[K+].[K+].[CH2:17]([N:19]([CH2:24][CH3:25])[C:20](=[O:23])[CH2:21]Cl)[CH3:18].[I-].[K+], predict the reaction product. (6) Given the reactants [OH:1][C:2]1[C:7]2[CH2:8][C:9](=O)[O:10][C:6]=2[CH:5]=[C:4]([OH:12])[CH:3]=1.N1C=CC=CC=1.[CH3:19][N:20]([CH3:24])[C:21](Cl)=[O:22].[OH2:25], predict the reaction product. The product is: [OH:1][C:2]1[C:7]2[C:8](=[O:25])[CH2:9][O:10][C:6]=2[CH:5]=[C:4]([O:12][C:21](=[O:22])[N:20]([CH3:24])[CH3:19])[CH:3]=1. (7) Given the reactants C([NH:4][C:5]1[S:6][C:7]([CH2:26][C:27]2[CH:32]=[CH:31][C:30]([S:33]([CH3:36])(=[O:35])=[O:34])=[CH:29][CH:28]=2)=[C:8]([CH2:10][CH2:11][C:12]2[CH:17]=[CH:16][C:15]([NH:18][C:19](=[O:25])[O:20][C:21]([CH3:24])([CH3:23])[CH3:22])=[CH:14][CH:13]=2)[N:9]=1)(=O)C.[OH-].[Na+], predict the reaction product. The product is: [NH2:4][C:5]1[S:6][C:7]([CH2:26][C:27]2[CH:32]=[CH:31][C:30]([S:33]([CH3:36])(=[O:35])=[O:34])=[CH:29][CH:28]=2)=[C:8]([CH2:10][CH2:11][C:12]2[CH:13]=[CH:14][C:15]([NH:18][C:19](=[O:25])[O:20][C:21]([CH3:24])([CH3:23])[CH3:22])=[CH:16][CH:17]=2)[N:9]=1.